From a dataset of Experimentally validated miRNA-target interactions with 360,000+ pairs, plus equal number of negative samples. Binary Classification. Given a miRNA mature sequence and a target amino acid sequence, predict their likelihood of interaction. (1) The protein sequence of the target gene is MAIEMQQIIELILAIFLPPLAIFIHGNDCNMHVAVNIILCFFFFVPAVIHALWYCFFRA. The miRNA is cel-miR-72-5p with sequence AGGCAAGAUGUUGGCAUAGCUGA. Result: 1 (interaction). (2) The miRNA is hsa-miR-6884-5p with sequence AGAGGCUGAGAAGGUGAUGUUG. The protein sequence of the target gene is MALQADFDRAAEDVRKLKARPDDGELKELYGLYKQAIVGDINIACPGMLDLKGKAKWEAWNLKKGLSTEDATSAYISKAKELIEKYGI. Result: 1 (interaction). (3) The miRNA is mmu-miR-3100-3p with sequence CUGUGACACACCCGCUCCCAG. The protein sequence of the target gene is MSSLQALCSGLPLRPLPENRGRQAGVPHAPVRTPSLSPVEKQLALRNALRYFPPDVQELLAPEFAQELQLYGHIYMYRFCPDIEMRAYPIEQYPCQTKVAAAIMHMIMNNLDPAVAQFPQELVTYGGNGQVFSNWAQFWLTMFYLSKMTEEQTLVMYSGHPLGLFPSSRSAPRLVITNGMVIPNYSSRTEYEKLFALGVTMYGQMTAGSYCYIGPQGIVHGTVLTVLNAARRYLGIEDLAGKVFVTSGLGGMSGAQAKAAVIVGCIGVIAEVDKAALEKRHRQGWLMEVTDSLDRCIQRL.... Result: 0 (no interaction). (4) The miRNA is hsa-miR-6870-5p with sequence UGGGGGAGAUGGGGGUUGA. The protein sequence of the target gene is MSSQELVTLNVGGKIFTTRFSTIKQFPASRLARMLDGRDQEFKMVGGQIFVDRDGDLFSFILDFLRTHQLLLPTEFSDYLRLQREALFYELRSLVDLLNPYLLQPRPALVEVHFLSRNTQAFFRVFGSCSKTIEMLTGRITVFTEQPSAPTWNGNFFPPQMTLLPLPPQRPSYHDLVFQCGSDSTTDNQTGVRYVSIKPDNRKLANGTNVLGLLIDTLLKEGFHLVSTRTVSSEDKTECYSFERIKSPEVLITNETPKPETIIIPEQSQIKK. Result: 0 (no interaction). (5) The miRNA is hsa-miR-656-3p with sequence AAUAUUAUACAGUCAACCUCU. The protein sequence of the target gene is MGLEAQRLPGAEEAPVRVALRVRPLLPKELLHGHQSCLQVEPGLGRVTLGRDRHFGFHVVLAEDAGQEAVYQACVQPLLEAFFEGFNATVFAYGQTGSGKTYTMGEASVASLLEDEQGIVPRAMAEAFKLIDENDLLDCLVHVSYLEVYKEEFRDLLEVGTASRDIQLREDERGNVVLCGVKEVDVEGLDEVLSLLEMGNAARHTGATHLNHLSSRSHTVFTVTLEQRGRAPSRLPRPAPGQLLVSKFHFVDLAGSERVLKTGSTGERLKESIQINSSLLALGNVISALGDPQRRGSHIP.... Result: 0 (no interaction). (6) The miRNA is hsa-miR-3614-5p with sequence CCACUUGGAUCUGAAGGCUGCCC. The protein sequence of the target gene is MSFPQLGYQYIRPLYPPERPGAAGGGGGGSSAGGRSGPGAGASELAASGSLSNVLSSVYGAPYAAAAAAAAAAQGYGAFLPYATELPIFPQLGAQYELKDSPGVQHPATAAAFPHPHPAFYPYGQYQFGDPSRPKNATRESTSTLKAWLNEHRKNPYPTKGEKIMLAIITKMTLTQVSTWFANARRRLKKENKMTWAPRSRTDEEGNAYGSEREEEDEEEDEEESKRELEMEEEELAGEEEDTGGEGLADDDEDEEIDLENLDSAAAGSELTLAGAAHRNGDFGLGPISDCKTSDSDDSS.... Result: 0 (no interaction). (7) The miRNA is hsa-miR-4434 with sequence AGGAGAAGUAAAGUAGAA. The protein sequence of the target gene is MLGKGGKRKFDEHEDGLEGKIVSPCDGPSKVSYTLQRQTIFNISLMKLYNHRPLTEPSLQKTVLINNMLRRIQEELKQEGSLRPMFTPSSQPTTEPSDSYREAPPAFSHLASPSSHPCDLGSTTPLEACLTPASLLEDDDDTFCTSQAMQPTAPTKLSPPALLPEKDSFSSALDEIEELCPTSTSTEAATAATDSVKGTSSEAGTQKLDGPQESRADDSKLMDSLPGNFEITTSTGFLTDLTLDDILFADIDTSMYDFDPCTSSSGTASKMAPVSADDLLKTLAPYSSQPVTPSQPFKMD.... Result: 1 (interaction). (8) The miRNA is hsa-let-7b-5p with sequence UGAGGUAGUAGGUUGUGUGGUU. The protein sequence of the target gene is MSWLFGVNKGPKGEGAGPPPPLPPAQPGAEGGGDRGLGDRPAPKDKWSNFDPTGLERAAKAARELEHSRYAKEALNLAQMQEQTLQLEQQSKLKEYEAAVEQLKSEQIRAQAEERRKTLSEETRQHQARAQYQDKLARQRYEDQLKQQQLLNEENLRKQEESVQKQEAMRRATVEREMELRHKNEMLRVETEARARAKAERENADIIREQIRLKASEHRQTVLESIRTAGTLFGEGFRAFVTDRDKVTATVAGLTLLAVGVYSAKNATAVTGRFIEARLGKPSLVRETSRITVLEALRHP.... Result: 1 (interaction). (9) The miRNA is hsa-miR-4735-5p with sequence CCUAAUUUGAACACCUUCGGUA. The protein sequence of the target gene is MSLALRGELVVDKTKRKKRRELSEEQKQEIKDAFELFDTDKDQAIDYHELKVAMRALGFDVKKADVLKILKDYDREATGKITFEDFNEVVTDWILERDPHEEILKAFKLFDDDDSGKISLRNLRRVARELGENMSDEELRAMIEEFDKDGDGEINQEEFIAIMTGDI. Result: 0 (no interaction).